Regression/Classification. Given a drug SMILES string, predict its absorption, distribution, metabolism, or excretion properties. Task type varies by dataset: regression for continuous measurements (e.g., permeability, clearance, half-life) or binary classification for categorical outcomes (e.g., BBB penetration, CYP inhibition). For this dataset (lipophilicity_astrazeneca), we predict Y. From a dataset of Experimental lipophilicity measurements (octanol/water distribution) for 4,200 compounds from AstraZeneca. (1) The compound is Cc1ccc(Oc2ccc(Nc3ncnc4cccc(O[C@H](C)C(=O)N5CCOCC5)c34)cc2C)cn1. The Y is 4.14 logD. (2) The Y is 2.10 logD. The compound is CS(=O)(=O)NCC(NC(=O)C1(N)CCN(c2ncnc3[nH]ccc23)CC1)c1ccc(Cl)cc1. (3) The drug is CN(CCCOCCOCCc1ccccc1)CCc1ccc(O)c2nc(O)sc12. The Y is 2.44 logD. (4) The compound is N=C(N)Nc1nc(CSCCC(=N)NS(N)(=O)=O)cs1. The Y is -0.600 logD. (5) The compound is Cc1ncc(-c2nc(Nc3ccc(C(=O)N(C)C)c(F)c3)ncc2F)n1C(C)C. The Y is 3.14 logD. (6) The drug is CC(C)C(NC(=O)Cn1c(-c2ccccc2)ccc(NC(=O)Cc2ccc(C(=O)O)cc2)c1=O)C(=O)C(F)(F)F. The Y is 0.350 logD. (7) The molecule is Nc1nccc(-n2ccc3ccccc32)n1. The Y is 2.71 logD.